From a dataset of Forward reaction prediction with 1.9M reactions from USPTO patents (1976-2016). Predict the product of the given reaction. Given the reactants [O:1]1[CH2:6][CH2:5][CH:4]([N:7]2[CH2:12][CH2:11][CH:10]([NH:13][C:14]3[C:15]([NH2:26])=[CH:16][CH:17]=[C:18]([O:20][CH2:21][C:22]([F:25])([F:24])[F:23])[CH:19]=3)[CH2:9][CH2:8]2)[CH2:3][CH2:2]1.C(N(CC)C(C)C)(C)C.[Cl:36][C:37](OCC)=[O:38], predict the reaction product. The product is: [ClH:36].[O:1]1[CH2:6][CH2:5][CH:4]([N:7]2[CH2:8][CH2:9][CH:10]([N:13]3[C:14]4[CH:19]=[C:18]([O:20][CH2:21][C:22]([F:24])([F:23])[F:25])[CH:17]=[CH:16][C:15]=4[NH:26][C:37]3=[O:38])[CH2:11][CH2:12]2)[CH2:3][CH2:2]1.